Dataset: Full USPTO retrosynthesis dataset with 1.9M reactions from patents (1976-2016). Task: Predict the reactants needed to synthesize the given product. Given the product [CH3:1][N:2]([CH3:29])[C:3]([C:5]1[C:9]2[CH:10]=[C:11]([N:14]3[CH2:19][C@H:18]([CH3:20])[NH:17][C@H:16]([CH3:28])[CH2:15]3)[CH:12]=[CH:13][C:8]=2[O:7][CH:6]=1)=[O:4], predict the reactants needed to synthesize it. The reactants are: [CH3:1][N:2]([CH3:29])[C:3]([C:5]1[C:9]2[CH:10]=[C:11]([N:14]3[CH2:19][C@H:18]([CH3:20])[N:17](CC4C=CC=CC=4)[C@H:16]([CH3:28])[CH2:15]3)[CH:12]=[CH:13][C:8]=2[O:7][CH:6]=1)=[O:4].C1CCCCC=1.